Dataset: Forward reaction prediction with 1.9M reactions from USPTO patents (1976-2016). Task: Predict the product of the given reaction. (1) Given the reactants [C:1]([O:4][CH2:5][C:6]1[CH:11]=[C:10]([NH:12][C:13]2[C:18]([CH2:19][CH3:20])=[C:17]([CH3:21])[N:16]=[C:15]([C:22]3[S:23][C:24]([Cl:27])=[CH:25][CH:26]=3)[N:14]=2)[CH:9]=[CH:8][C:7]=1Br)(=[O:3])[CH3:2].[CH3:29][C:30]1([CH3:46])[C:34]([CH3:36])([CH3:35])[O:33][B:32]([B:32]2[O:33][C:34]([CH3:36])([CH3:35])[C:30]([CH3:46])([CH3:29])[O:31]2)[O:31]1.CC([O-])=O.[K+], predict the reaction product. The product is: [C:1]([O:4][CH2:5][C:6]1[CH:11]=[C:10]([NH:12][C:13]2[C:18]([CH2:19][CH3:20])=[C:17]([CH3:21])[N:16]=[C:15]([C:22]3[S:23][C:24]([Cl:27])=[CH:25][CH:26]=3)[N:14]=2)[CH:9]=[CH:8][C:7]=1[B:32]1[O:33][C:34]([CH3:36])([CH3:35])[C:30]([CH3:46])([CH3:29])[O:31]1)(=[O:3])[CH3:2]. (2) Given the reactants [F:1][C:2]1[CH:3]=[C:4]2[C:8](=[CH:9][CH:10]=1)[CH:7]([NH:11][C:12]1[CH:21]=[CH:20][C:19]3[C:14](=[CH:15][CH:16]=[C:17]([NH2:22])[CH:18]=3)[N:13]=1)[CH2:6][CH2:5]2.Cl[C:24](OC1C=CC([N+]([O-])=O)=CC=1)=[O:25].[NH2:36][CH:37]1[CH2:42][CH2:41][N:40]([CH2:43][CH2:44][OH:45])[CH2:39][CH2:38]1, predict the reaction product. The product is: [F:1][C:2]1[CH:3]=[C:4]2[C:8](=[CH:9][CH:10]=1)[CH:7]([NH:11][C:12]1[CH:21]=[CH:20][C:19]3[C:14](=[CH:15][CH:16]=[C:17]([NH:22][C:24]([NH:36][CH:37]4[CH2:42][CH2:41][N:40]([CH2:43][CH2:44][OH:45])[CH2:39][CH2:38]4)=[O:25])[CH:18]=3)[N:13]=1)[CH2:6][CH2:5]2. (3) Given the reactants [NH2:1][C:2]1[CH:7]=[CH:6][CH:5]=[CH:4][C:3]=1[S:8]([NH:11][CH:12]([CH3:14])[CH3:13])(=[O:10])=[O:9].[H-].[Na+].[Cl:17][C:18]1[N:23]=[C:22](Cl)[C:21]([Cl:25])=[CH:20][N:19]=1.O, predict the reaction product. The product is: [Cl:17][C:18]1[N:23]=[C:22]([NH:1][C:2]2[CH:7]=[CH:6][CH:5]=[CH:4][C:3]=2[S:8]([NH:11][CH:12]([CH3:14])[CH3:13])(=[O:10])=[O:9])[C:21]([Cl:25])=[CH:20][N:19]=1. (4) Given the reactants [Cl:1][C:2]1[CH:10]=[CH:9][C:8]([F:11])=[CH:7][C:3]=1[C:4](Cl)=[O:5].Cl.[CH2:13]([O:15][C:16](=[O:24])[CH:17]([NH2:23])[C:18]([O:20][CH2:21][CH3:22])=[O:19])[CH3:14].C(N(CC)CC)C.O, predict the reaction product. The product is: [CH2:21]([O:20][C:18](=[O:19])[CH:17]([NH:23][C:4](=[O:5])[C:3]1[CH:7]=[C:8]([F:11])[CH:9]=[CH:10][C:2]=1[Cl:1])[C:16]([O:15][CH2:13][CH3:14])=[O:24])[CH3:22]. (5) Given the reactants [CH3:1][N:2]1[CH2:7][CH2:6][N:5]([C:8]2[CH:13]=[CH:12][C:11]([NH:14][C:15]3[C:16]4[N:17]([N:29]=[CH:30][N:31]=4)[C:18](C4C=C(C(N)=O)SC=4)=[CH:19][N:20]=3)=[CH:10][CH:9]=2)[CH2:4][CH2:3]1.CN1CCN(C2C=CC(N)=CC=2)CC1.CC1(C)C(C)(C)OB([C:54]2[S:58][C:57]([C:59]([NH2:61])=[O:60])=[CH:56][CH:55]=2)O1.C([O-])([O-])=O.[Na+].[Na+], predict the reaction product. The product is: [NH3:2].[CH3:1][N:2]1[CH2:7][CH2:6][N:5]([C:8]2[CH:9]=[CH:10][C:11]([NH:14][C:15]3[C:16]4[N:17]([N:29]=[CH:30][N:31]=4)[C:18]([C:54]4[S:58][C:57]([C:59]([NH2:61])=[O:60])=[CH:56][CH:55]=4)=[CH:19][N:20]=3)=[CH:12][CH:13]=2)[CH2:4][CH2:3]1. (6) Given the reactants Cl[CH2:2][CH2:3][CH2:4][N:5]1[C:13]2[C:8](=[CH:9][C:10]([N+:14]([O-:16])=[O:15])=[CH:11][CH:12]=2)[CH:7]=[CH:6]1.[I-].[K+].C(=O)([O-])[O-].[K+].[K+].[NH:25]1[CH2:30][CH2:29][O:28][CH2:27][CH2:26]1, predict the reaction product. The product is: [N+:14]([C:10]1[CH:9]=[C:8]2[C:13](=[CH:12][CH:11]=1)[N:5]([CH2:4][CH2:3][CH2:2][N:25]1[CH2:30][CH2:29][O:28][CH2:27][CH2:26]1)[CH:6]=[CH:7]2)([O-:16])=[O:15].